Dataset: Reaction yield outcomes from USPTO patents with 853,638 reactions. Task: Predict the reaction yield, written as a fraction of the theoretical maximum amount of product (1.0 means a 100% yield; for example, 0.34 means a 34% yield). The reactants are [CH:1]1([C:4]2[CH:9]=[C:8]([O:10]CC3C=CC=CC=3)[CH:7]=[CH:6][C:5]=2[C:18]2[CH:23]=[CH:22][CH:21]=[C:20]([N:24]3[C:28]([CH3:29])=[CH:27][CH:26]=[C:25]3[CH3:30])[N:19]=2)[CH2:3][CH2:2]1.C([O-])=O.[NH4+]. The catalyst is [OH-].[OH-].[Pd+2]. The product is [CH:1]1([C:4]2[CH:9]=[C:8]([OH:10])[CH:7]=[CH:6][C:5]=2[C:18]2[CH:23]=[CH:22][CH:21]=[C:20]([N:24]3[C:25]([CH3:30])=[CH:26][CH:27]=[C:28]3[CH3:29])[N:19]=2)[CH2:3][CH2:2]1. The yield is 0.970.